From a dataset of Reaction yield outcomes from USPTO patents with 853,638 reactions. Predict the reaction yield, written as a fraction of the theoretical maximum amount of product (1.0 means a 100% yield; for example, 0.34 means a 34% yield). (1) The reactants are [CH3:1][O:2][C:3]1[CH:4]=[C:5](B(O)O)[CH:6]=[CH:7][CH:8]=1.Br[C:13]1[CH:14]=[CH:15][C:16]([F:22])=[C:17]([N+:19]([O-:21])=[O:20])[CH:18]=1.C(=O)([O-])[O-].[Na+].[Na+]. The catalyst is C1(C)C=CC=CC=1.O.C1C=CC([P]([Pd]([P](C2C=CC=CC=2)(C2C=CC=CC=2)C2C=CC=CC=2)([P](C2C=CC=CC=2)(C2C=CC=CC=2)C2C=CC=CC=2)[P](C2C=CC=CC=2)(C2C=CC=CC=2)C2C=CC=CC=2)(C2C=CC=CC=2)C2C=CC=CC=2)=CC=1. The product is [F:22][C:16]1[CH:15]=[CH:14][C:13]([C:5]2[CH:6]=[CH:7][CH:8]=[C:3]([O:2][CH3:1])[CH:4]=2)=[CH:18][C:17]=1[N+:19]([O-:21])=[O:20]. The yield is 0.770. (2) The product is [C:4](#[N:13])[CH3:3].[F:1][C:2]1[CH:3]=[C:4]([NH:13][C:14]([C@H:16]2[C:25]3[C:20](=[CH:21][C:22]([CH2:26][O:27][CH3:28])=[CH:23][CH:24]=3)[CH2:19][CH2:18][N:17]2[C:29]([C@@H:31]2[CH2:34][C@H:33]([CH2:35][C:36]([O-:38])=[O:37])[CH2:32]2)=[O:30])=[O:15])[CH:5]=[C:6]2[C:10]=1[C:9]([CH3:12])([CH3:11])[CH2:8][CH2:7]2.[K+:40]. The catalyst is C(#N)C. The reactants are [F:1][C:2]1[CH:3]=[C:4]([NH:13][C:14]([C@H:16]2[C:25]3[C:20](=[CH:21][C:22]([CH2:26][O:27][CH3:28])=[CH:23][CH:24]=3)[CH2:19][CH2:18][N:17]2[C:29]([C@@H:31]2[CH2:34][C@H:33]([CH2:35][C:36]([OH:38])=[O:37])[CH2:32]2)=[O:30])=[O:15])[CH:5]=[C:6]2[C:10]=1[C:9]([CH3:12])([CH3:11])[CH2:8][CH2:7]2.[OH-].[K+:40]. The yield is 0.940. (3) The reactants are [Sn](Cl)(Cl)(Cl)Cl.[S:6]1[CH:10]=[CH:9][C:8]2[CH:11]=[C:12]([C:15]3(O)[C:24]4[C:19](=[CH:20][CH:21]=[CH:22][CH:23]=4)[CH2:18][N:17]([CH3:25])[CH2:16]3)[CH:13]=[CH:14][C:7]1=2.C[Si]([C:31]#[N:32])(C)C.C(=O)([O-])[O-].[K+].[K+].O.[F-].[K+]. The catalyst is ClCCl.O. The product is [S:6]1[CH:10]=[CH:9][C:8]2[CH:11]=[C:12]([C:15]3([C:31]#[N:32])[C:24]4[C:19](=[CH:20][CH:21]=[CH:22][CH:23]=4)[CH2:18][N:17]([CH3:25])[CH2:16]3)[CH:13]=[CH:14][C:7]1=2. The yield is 0.0600. (4) The reactants are C(S[C:9]1[CH:10]=[CH:11][C:12]([I:22])=[C:13](/[CH:15]=[CH:16]/[C:17]([O:19][CH2:20][CH3:21])=[O:18])[CH:14]=1)C1C=CC=CC=1.ClN1C(C)(C)C(=O)N(Cl)C1=O.[S:34](Cl)(Cl)(=[O:36])=[O:35].N1CC(=O)NC1=O.S(=O)(O)[O-].[Na+].[NH2:51][C:52]1[CH:56]=[CH:55][O:54][N:53]=1.N1C=CC=CC=1.Cl. The catalyst is C(#N)C.CCOC(C)=O.O.C(O)(=O)C. The product is [I:22][C:12]1[CH:11]=[CH:10][C:9]([S:34](=[O:36])(=[O:35])[NH:51][C:52]2[CH:56]=[CH:55][O:54][N:53]=2)=[CH:14][C:13]=1/[CH:15]=[CH:16]/[C:17]([O:19][CH2:20][CH3:21])=[O:18]. The yield is 0.362. (5) The reactants are [O:1]1[CH2:6][CH:5]=[C:4]([C:7]2[C:8]([F:14])=[N:9][CH:10]=[C:11]([F:13])[CH:12]=2)[CH2:3][CH2:2]1. The catalyst is CO.[Pd]. The product is [F:14][C:8]1[C:7]([CH:4]2[CH2:3][CH2:2][O:1][CH2:6][CH2:5]2)=[CH:12][C:11]([F:13])=[CH:10][N:9]=1. The yield is 0.780. (6) The reactants are [Cl:1][C:2]1[CH:3]=[C:4]([S:9]([NH:12][C:13]2[CH:21]=[CH:20][C:16]([C:17]([OH:19])=[O:18])=[C:15]([OH:22])[CH:14]=2)(=[O:11])=[O:10])[CH:5]=[C:6]([Cl:8])[CH:7]=1.O[CH:24]1[CH2:28][CH2:27][O:26][CH2:25]1. No catalyst specified. The product is [Cl:8][C:6]1[CH:5]=[C:4]([S:9]([NH:12][C:13]2[CH:21]=[CH:20][C:16]([C:17]([O:19][CH:24]3[CH2:28][CH2:27][O:26][CH2:25]3)=[O:18])=[C:15]([OH:22])[CH:14]=2)(=[O:10])=[O:11])[CH:3]=[C:2]([Cl:1])[CH:7]=1. The yield is 0.670.